This data is from Peptide-MHC class I binding affinity with 185,985 pairs from IEDB/IMGT. The task is: Regression. Given a peptide amino acid sequence and an MHC pseudo amino acid sequence, predict their binding affinity value. This is MHC class I binding data. (1) The peptide sequence is ELRQLAQSL. The MHC is HLA-A80:01 with pseudo-sequence HLA-A80:01. The binding affinity (normalized) is 0.0847. (2) The peptide sequence is GSPGDLQTLAL. The MHC is HLA-B51:01 with pseudo-sequence HLA-B51:01. The binding affinity (normalized) is 0. (3) The peptide sequence is VFKVKLHEI. The MHC is HLA-B40:01 with pseudo-sequence HLA-B40:01. The binding affinity (normalized) is 0.0847. (4) The peptide sequence is KINEMVDELV. The MHC is HLA-A02:06 with pseudo-sequence HLA-A02:06. The binding affinity (normalized) is 0.258.